From a dataset of Catalyst prediction with 721,799 reactions and 888 catalyst types from USPTO. Predict which catalyst facilitates the given reaction. (1) Reactant: [N:1]([CH2:4][C:5]1[CH:10]=[CH:9][C:8]([S:11]([NH2:14])(=[O:13])=[O:12])=[CH:7][CH:6]=1)=[N+]=[N-]. Product: [NH2:1][CH2:4][C:5]1[CH:6]=[CH:7][C:8]([S:11]([NH2:14])(=[O:12])=[O:13])=[CH:9][CH:10]=1. The catalyst class is: 19. (2) Reactant: [CH2:1]([O:8][CH2:9][CH2:10][CH2:11][C:12]([OH:14])=O)[C:2]1[CH:7]=[CH:6][CH:5]=[CH:4][CH:3]=1.[C:15]([O:19][C:20]([CH3:23])([CH3:22])[CH3:21])(=[O:18])[NH:16][NH2:17].C(Cl)CCl. Product: [C:20]([O:19][C:15]([NH:16][NH:17][C:12](=[O:14])[CH2:11][CH2:10][CH2:9][O:8][CH2:1][C:2]1[CH:3]=[CH:4][CH:5]=[CH:6][CH:7]=1)=[O:18])([CH3:23])([CH3:22])[CH3:21]. The catalyst class is: 2. (3) Reactant: [NH2:1][C:2]1[C:45]([C:46]([F:49])([F:48])[F:47])=[CH:44][C:5]([CH2:6][C@@H:7]([CH2:23][C:24]([N:26]2[CH2:31][CH2:30][CH:29]([N:32]3[CH2:38][CH2:37][C:36]4[CH:39]=[CH:40][CH:41]=[CH:42][C:35]=4[NH:34][C:33]3=[O:43])[CH2:28][CH2:27]2)=[O:25])[C:8]([N:10]2[CH2:15][CH2:14][CH:13]([N:16]3[CH2:21][CH2:20][N:19]([CH3:22])[CH2:18][CH2:17]3)[CH2:12][CH2:11]2)=[O:9])=[CH:4][C:3]=1Br. Product: [NH2:1][C:2]1[CH:3]=[CH:4][C:5]([CH2:6][C@@H:7]([CH2:23][C:24]([N:26]2[CH2:27][CH2:28][CH:29]([N:32]3[CH2:38][CH2:37][C:36]4[CH:39]=[CH:40][CH:41]=[CH:42][C:35]=4[NH:34][C:33]3=[O:43])[CH2:30][CH2:31]2)=[O:25])[C:8]([N:10]2[CH2:15][CH2:14][CH:13]([N:16]3[CH2:17][CH2:18][N:19]([CH3:22])[CH2:20][CH2:21]3)[CH2:12][CH2:11]2)=[O:9])=[CH:44][C:45]=1[C:46]([F:49])([F:48])[F:47]. The catalyst class is: 19. (4) Reactant: [NH:1]1[CH:5]=[N:4][C:3]([C:6]2[CH:11]=[C:10]([C:12]([F:15])([F:14])[F:13])[N:9]=[C:8]([C:16]([F:19])([F:18])[F:17])[CH:7]=2)=[N:2]1.[F:20][C:21]1([F:30])[CH2:24][N:23]([C:25](=[O:29])/[CH:26]=[CH:27]\I)[CH2:22]1.C1N2CCN(CC2)C1.CO.ClCCl. Product: [F:18][C:16]([F:19])([F:17])[C:8]1[CH:7]=[C:6]([C:3]2[N:4]=[CH:5][N:1](/[CH:27]=[CH:26]\[C:25]([N:23]3[CH2:24][C:21]([F:30])([F:20])[CH2:22]3)=[O:29])[N:2]=2)[CH:11]=[C:10]([C:12]([F:13])([F:14])[F:15])[N:9]=1. The catalyst class is: 3. (5) Reactant: O.[C:2](O)([C:4]([F:7])([F:6])[F:5])=[O:3].[F:9][CH:10]([F:30])[CH2:11][O:12][CH:13]1[C:18](OC)([O:19]C)[CH2:17][CH2:16][N:15](C(OC(C)(C)C)=O)[CH2:14]1.C(=O)(O)[O-].[Na+]. Product: [F:30][CH:10]([F:9])[CH2:11][O:12][CH:13]1[C:18](=[O:19])[CH2:17][CH2:16][N:15]([C:2](=[O:3])[C:4]([F:7])([F:6])[F:5])[CH2:14]1. The catalyst class is: 1. (6) Reactant: [CH2:1]([N:8]1[CH2:13][CH2:12][CH2:11][CH2:10][C:9]1=O)[C:2]1[CH:7]=[CH:6][CH:5]=[CH:4][CH:3]=1.[Cl:15][C:16]1[CH:21]=[CH:20][C:19]([NH2:22])=[CH:18][C:17]=1[O:23][CH3:24].S([O-])([O-])(=O)=O.[Na+].[Na+].C(O[BH-](OC(=O)C)OC(=O)C)(=O)C.[Na+].C(=O)([O-])O.[Na+]. Product: [CH2:1]([N:8]1[CH2:13][CH2:12][CH:11]([NH:22][C:19]2[CH:20]=[CH:21][C:16]([Cl:15])=[C:17]([O:23][CH3:24])[CH:18]=2)[CH2:10][CH2:9]1)[C:2]1[CH:7]=[CH:6][CH:5]=[CH:4][CH:3]=1. The catalyst class is: 4.